From a dataset of TCR-epitope binding with 47,182 pairs between 192 epitopes and 23,139 TCRs. Binary Classification. Given a T-cell receptor sequence (or CDR3 region) and an epitope sequence, predict whether binding occurs between them. (1) The epitope is TPRVTGGGAM. The TCR CDR3 sequence is CASSQVGGNTGELFF. Result: 0 (the TCR does not bind to the epitope). (2) The epitope is ISPRTLNAW. The TCR CDR3 sequence is CASSLYEQYF. Result: 1 (the TCR binds to the epitope). (3) The epitope is KLNVGDYFV. The TCR CDR3 sequence is CASNKQGWNEQFF. Result: 1 (the TCR binds to the epitope). (4) The epitope is GTITSGWTF. The TCR CDR3 sequence is CASGAGLGGGETQYF. Result: 1 (the TCR binds to the epitope). (5) The epitope is KRWIILGLNK. The TCR CDR3 sequence is CASSREWGSNQPQHF. Result: 0 (the TCR does not bind to the epitope). (6) The epitope is EEHVQIHTI. The TCR CDR3 sequence is CASSDPGTGADEQYF. Result: 0 (the TCR does not bind to the epitope).